Dataset: Retrosynthesis with 50K atom-mapped reactions and 10 reaction types from USPTO. Task: Predict the reactants needed to synthesize the given product. (1) The reactants are: CC(C)(C)OC(=O)N1CC[C@H](OC(=O)c2ccc([N+](=O)[O-])cc2)C1. Given the product O=C(O[C@H]1CCNC1)c1ccc([N+](=O)[O-])cc1, predict the reactants needed to synthesize it. (2) Given the product CC(C)(CNC(=O)c1nc(C#N)c2cc(Oc3ccccc3)ccc2c1O)C(=O)O, predict the reactants needed to synthesize it. The reactants are: CC(C)(CN)C(=O)O.COC(=O)c1nc(C#N)c2cc(Oc3ccccc3)ccc2c1O. (3) The reactants are: COC(=O)CCS.O=C(NCc1cccs1)c1cc2ccccc2nc1Cl. Given the product COC(=O)CCSc1nc2ccccc2cc1C(=O)NCc1cccs1, predict the reactants needed to synthesize it. (4) The reactants are: CC1(C)OB(c2cn[nH]c2)OC1(C)C.Nc1ncc(Br)cc1OC1CCCCc2ccc(F)cc21. Given the product Nc1ncc(-c2cn[nH]c2)cc1OC1CCCCc2ccc(F)cc21, predict the reactants needed to synthesize it. (5) The reactants are: COc1ccc2c(C)cc(Cl)nc2c1.N[C@H]1C[C@H]2C[C@H](N(Cc3ccccc3)C(=O)OCc3ccccc3)[C@@H]1C2. Given the product COc1ccc2c(C)cc(N[C@H]3C[C@H]4C[C@H](N(Cc5ccccc5)C(=O)OCc5ccccc5)[C@@H]3C4)nc2c1, predict the reactants needed to synthesize it. (6) Given the product COc1cc(N2CCN(CCS(C)(=O)=O)CC2)ccc1Nc1nccc(-c2c(-c3ccc(OC)c(C(=O)Nc4c(F)cccc4F)c3)nc3ccccn23)n1, predict the reactants needed to synthesize it. The reactants are: COc1cc(N2CCN(CCS(C)(=O)=O)CC2)ccc1N.COc1ccc(-c2nc3ccccn3c2-c2ccnc(Cl)n2)cc1C(=O)Nc1c(F)cccc1F.